The task is: Regression. Given two drug SMILES strings and cell line genomic features, predict the synergy score measuring deviation from expected non-interaction effect.. This data is from NCI-60 drug combinations with 297,098 pairs across 59 cell lines. Drug 1: CC12CCC(CC1=CCC3C2CCC4(C3CC=C4C5=CN=CC=C5)C)O. Drug 2: C1CC(C1)(C(=O)O)C(=O)O.[NH2-].[NH2-].[Pt+2]. Cell line: UO-31. Synergy scores: CSS=37.9, Synergy_ZIP=10.2, Synergy_Bliss=13.1, Synergy_Loewe=15.0, Synergy_HSA=15.4.